Task: Predict which catalyst facilitates the given reaction.. Dataset: Catalyst prediction with 721,799 reactions and 888 catalyst types from USPTO (1) Reactant: [NH2:1][C:2]1[CH:7]=[CH:6][CH:5]=[CH:4][C:3]=1[NH:8][C:9](=O)[C:10]1[CH:15]=[CH:14][N:13]=[C:12]([NH:16][C:17](=[O:24])[C:18]2[CH:23]=[CH:22][CH:21]=[CH:20][CH:19]=2)[CH:11]=1.P(Cl)(Cl)(Cl)=O. Product: [NH:8]1[C:3]2[CH:4]=[CH:5][CH:6]=[CH:7][C:2]=2[N:1]=[C:9]1[C:10]1[CH:15]=[CH:14][N:13]=[C:12]([NH:16][C:17](=[O:24])[C:18]2[CH:23]=[CH:22][CH:21]=[CH:20][CH:19]=2)[CH:11]=1. The catalyst class is: 11. (2) Reactant: [CH3:1][O:2][C:3]1[CH:4]=[C:5]2[C:10](=[CH:11][CH:12]=1)[CH2:9][C:8](=O)[CH2:7][CH2:6]2.O.[C:15]([OH:19])(=O)[CH:16]=O.[NH4+:20].[OH-].O.[NH2:23]N.C([O-])(O)=O.[Na+]. Product: [CH3:1][O:2][C:3]1[CH:12]=[CH:11][C:10]2[C:9]3[C:8]([CH2:7][CH2:6][C:5]=2[CH:4]=1)=[N:23][NH:20][C:15](=[O:19])[CH:16]=3. The catalyst class is: 86. (3) Reactant: [CH3:1][C:2]1[CH:3]=[C:4]([N:9]2[CH:13]=[CH:12][C:11]([NH2:14])=[N:10]2)[CH:5]=[CH:6][C:7]=1[CH3:8].N1C=CC=CC=1.[Cl:21][C:22]1[CH:23]=[CH:24][C:25]([N+:31]([O-:33])=[O:32])=[C:26]([CH:30]=1)[C:27](Cl)=[O:28]. Product: [Cl:21][C:22]1[CH:23]=[CH:24][C:25]([N+:31]([O-:33])=[O:32])=[C:26]([CH:30]=1)[C:27]([NH:14][C:11]1[CH:12]=[CH:13][N:9]([C:4]2[CH:5]=[CH:6][C:7]([CH3:8])=[C:2]([CH3:1])[CH:3]=2)[N:10]=1)=[O:28]. The catalyst class is: 4. (4) Reactant: [NH2:1][C:2]1[CH:7]=[CH:6][C:5]([N:8]2[CH:13]=[CH:12][C:11]([O:14][CH2:15][C:16]3[CH:21]=[CH:20][C:19]([F:22])=[CH:18][CH:17]=3)=[CH:10][C:9]2=[O:23])=[CH:4][C:3]=1[NH:24][CH3:25].CN(C(ON1N=N[C:36]2[CH:37]=CC=N[C:35]1=2)=[N+](C)C)C.F[P-](F)(F)(F)(F)F.[C:50](O)(=O)CCC.C(N(CC)C(C)C)(C)C.[Cl-].[Cl-].[Ca+2]. Product: [F:22][C:19]1[CH:20]=[CH:21][C:16]([CH2:15][O:14][C:11]2[CH:12]=[CH:13][N:8]([C:5]3[CH:6]=[CH:7][C:2]4[N:1]=[C:25]([CH2:35][CH2:36][CH3:37])[N:24]([CH3:50])[C:3]=4[CH:4]=3)[C:9](=[O:23])[CH:10]=2)=[CH:17][CH:18]=1. The catalyst class is: 3. (5) Reactant: [C:1]([NH:5][C:6]1[S:7][CH2:8][C:9]2([N:30]=1)[C:22]1[CH:21]=[C:20]([OH:23])[CH:19]=[CH:18][C:17]=1[O:16][C:15]1[C:10]2=[CH:11][C:12]([C:24]2[CH:25]=[N:26][CH:27]=[N:28][CH:29]=2)=[CH:13][CH:14]=1)([CH3:4])([CH3:3])[CH3:2].C(=O)([O-])[O-].[Cs+].[Cs+].I[CH2:38][C:39]([CH3:42])([CH3:41])[CH3:40]. Product: [C:1]([NH:5][C:6]1[S:7][CH2:8][C:9]2([N:30]=1)[C:22]1[CH:21]=[C:20]([O:23][CH2:38][C:39]([CH3:42])([CH3:41])[CH3:40])[CH:19]=[CH:18][C:17]=1[O:16][C:15]1[C:10]2=[CH:11][C:12]([C:24]2[CH:25]=[N:26][CH:27]=[N:28][CH:29]=2)=[CH:13][CH:14]=1)([CH3:4])([CH3:2])[CH3:3]. The catalyst class is: 31.